Dataset: Full USPTO retrosynthesis dataset with 1.9M reactions from patents (1976-2016). Task: Predict the reactants needed to synthesize the given product. (1) Given the product [C:3]([N:7]1[CH2:31][C:30]2[CH:20]=[C:15]([C:12]3[CH:11]=[CH:10][C:9]([Cl:8])=[CH:14][CH:13]=3)[N:16]=[C:17]([C:22]3[CH:27]=[CH:26][C:25]([Cl:28])=[CH:24][CH:23]=3)[C:29]=2[O:32][CH2:1]1)([CH3:6])([CH3:5])[CH3:4], predict the reactants needed to synthesize it. The reactants are: [CH2:1]=O.[C:3]([NH2:7])([CH3:6])([CH3:5])[CH3:4].[Cl:8][C:9]1[CH:14]=[CH:13][C:12]([C:15]2[C:20](O)=CC=[C:17]([C:22]3[CH:27]=[CH:26][C:25]([Cl:28])=[CH:24][CH:23]=3)[N:16]=2)=[CH:11][CH:10]=1.[CH2:29]([OH:32])[CH2:30][CH3:31]. (2) The reactants are: [C:1]([O:5][C:6]([NH:8][C@@H:9]1[C@H:14]([NH:15][C:16]2[N:21]=[C:20](Cl)[C:19]3[C:23](=[O:33])[N:24]([C:26]([O:28][C:29]([CH3:32])([CH3:31])[CH3:30])=[O:27])[CH2:25][C:18]=3[C:17]=2[F:34])[CH2:13][CH2:12][O:11][CH2:10]1)=[O:7])([CH3:4])([CH3:3])[CH3:2].[CH3:35][C:36]1[CH:41]=[CH:40][N:39]2[N:42]=[CH:43][C:44](B3OC(C)(C)C(C)(C)O3)=[C:38]2[CH:37]=1.C(=O)([O-])[O-].[K+].[K+].C(N[C@H](C(O)=O)CS)(=O)C. Given the product [C:1]([O:5][C:6]([NH:8][C@@H:9]1[C@H:14]([NH:15][C:16]2[N:21]=[C:20]([C:44]3[CH:43]=[N:42][N:39]4[CH:40]=[CH:41][C:36]([CH3:35])=[CH:37][C:38]=34)[C:19]3[C:23](=[O:33])[N:24]([C:26]([O:28][C:29]([CH3:32])([CH3:31])[CH3:30])=[O:27])[CH2:25][C:18]=3[C:17]=2[F:34])[CH2:13][CH2:12][O:11][CH2:10]1)=[O:7])([CH3:4])([CH3:3])[CH3:2], predict the reactants needed to synthesize it. (3) The reactants are: [NH2:1][C@H:2]([C:5]1[CH:10]=[CH:9][CH:8]=[CH:7][CH:6]=1)[CH2:3][OH:4].[C:11](O)(=[O:17])[CH2:12][CH2:13][CH2:14][CH:15]=[CH2:16]. Given the product [OH:4][CH2:3][C@H:2]([NH:1][C:11](=[O:17])[CH2:12][CH2:13][CH2:14][CH:15]=[CH2:16])[C:5]1[CH:10]=[CH:9][CH:8]=[CH:7][CH:6]=1, predict the reactants needed to synthesize it. (4) Given the product [CH3:13][N:9]1[CH:10]=[CH:11][N:12]=[C:8]1[C:6]1[CH:7]=[C:2]([NH:15][NH2:16])[N:3]=[N:4][CH:5]=1, predict the reactants needed to synthesize it. The reactants are: Cl[C:2]1[N:3]=[N:4][CH:5]=[C:6]([C:8]2[N:9]([CH3:13])[CH:10]=[CH:11][N:12]=2)[CH:7]=1.O.[NH2:15][NH2:16].